From a dataset of Full USPTO retrosynthesis dataset with 1.9M reactions from patents (1976-2016). Predict the reactants needed to synthesize the given product. (1) Given the product [CH2:12]=[CH:11][CH2:10][CH2:9][CH2:8][CH2:7][CH2:6][CH2:5][CH2:4][CH2:3][CH2:2][CH2:1][CH2:18][CH2:19][CH3:20], predict the reactants needed to synthesize it. The reactants are: [CH2:1](Br)[CH2:2][CH2:3][CH2:4][CH2:5][CH2:6][CH2:7][CH2:8][CH2:9][CH2:10][CH2:11][CH3:12].C(O[CH2:18][CH:19]=[CH2:20])(=O)C. (2) Given the product [Cl:1][C:2]1[CH:3]=[CH:4][C:5]2[N:14]3[C:10](=[N:11][N:12]=[C:13]3[C@H:15]3[CH2:20][CH2:19][C@H:18]([O:21][CH:22]([CH3:24])[CH3:23])[CH2:17][CH2:16]3)[CH2:9][N:8]([C:25](=[O:31])[CH2:26][OH:27])[CH2:7][C:6]=2[CH:32]=1, predict the reactants needed to synthesize it. The reactants are: [Cl:1][C:2]1[CH:3]=[CH:4][C:5]2[N:14]3[C:10](=[N:11][N:12]=[C:13]3[C@H:15]3[CH2:20][CH2:19][C@H:18]([O:21][CH:22]([CH3:24])[CH3:23])[CH2:17][CH2:16]3)[CH2:9][N:8]([C:25](=[O:31])[CH2:26][O:27]C(=O)C)[CH2:7][C:6]=2[CH:32]=1.C[O-].[Na+].